Dataset: Forward reaction prediction with 1.9M reactions from USPTO patents (1976-2016). Task: Predict the product of the given reaction. (1) Given the reactants [C:1]1([C:18]2[CH:23]=[CH:22][CH:21]=[CH:20][CH:19]=2)[CH:6]=[CH:5][C:4]([C@H:7]([NH:10]C(=O)OC(C)(C)C)[CH2:8][OH:9])=[CH:3][CH:2]=1.Cl, predict the reaction product. The product is: [NH2:10][C@@H:7]([C:4]1[CH:5]=[CH:6][C:1]([C:18]2[CH:23]=[CH:22][CH:21]=[CH:20][CH:19]=2)=[CH:2][CH:3]=1)[CH2:8][OH:9]. (2) Given the reactants [C:1]([C:3]1[CH:19]=[C:18]([C:20]2[N:25]=[C:24]([NH:26][C:27]3[CH:32]=[CH:31][C:30]([N:33]4[CH2:36][C:35]([OH:38])([CH3:37])[CH2:34]4)=[CH:29][CH:28]=3)[N:23]=[CH:22][N:21]=2)[CH:17]=[CH:16][C:4]=1[O:5][CH:6]1[CH2:11][CH2:10][N:9](C([O-])=O)[CH2:8][CH:7]1[F:15])#[N:2].FC(F)(F)C(O)=O, predict the reaction product. The product is: [F:15][C@H:7]1[C@@H:6]([O:5][C:4]2[CH:16]=[CH:17][C:18]([C:20]3[N:25]=[C:24]([NH:26][C:27]4[CH:28]=[CH:29][C:30]([N:33]5[CH2:36][C:35]([OH:38])([CH3:37])[CH2:34]5)=[CH:31][CH:32]=4)[N:23]=[CH:22][N:21]=3)=[CH:19][C:3]=2[C:1]#[N:2])[CH2:11][CH2:10][NH:9][CH2:8]1. (3) Given the reactants [N:1]([CH2:10][C:11]([OH:13])=[O:12])([CH2:6][C:7]([OH:9])=[O:8])[CH2:2][C:3]([OH:5])=[O:4].C(=O)(O)O.[NH2:18][NH:19][C:20]([NH2:22])=[NH:21].C(=O)=O, predict the reaction product. The product is: [N:1]([CH2:2][C:3]([O-:5])=[O:4])([CH2:6][C:7]([O-:9])=[O:8])[CH2:10][C:11]([O-:13])=[O:12].[NH2:18][NH:19][C:20]([NH2:22])=[NH2+:21].[NH2:18][NH:19][C:20]([NH2:22])=[NH2+:21].[NH2:18][NH:19][C:20]([NH2:22])=[NH2+:21]. (4) Given the reactants [C:1]([OH:20])(=[O:19])[CH2:2][CH2:3][CH2:4][CH2:5][CH2:6][CH2:7][CH2:8]/[CH:9]=[CH:10]\[CH2:11][CH2:12][CH2:13][CH2:14][CH2:15][CH2:16][CH2:17][CH3:18].C(O[C:25](=[O:27])[CH3:26])(=O)C, predict the reaction product. The product is: [C:1]([O:20][C:25](=[O:27])[CH2:26][CH2:1][CH2:2][CH2:3][CH2:4][CH2:5][CH2:6]/[CH:7]=[CH:8]\[CH2:9][CH2:10][CH2:11][CH2:12][CH2:13][CH2:14][CH2:15][CH3:16])(=[O:19])[CH2:2][CH2:3][CH2:4][CH2:5][CH2:6][CH2:7][CH2:8]/[CH:9]=[CH:10]\[CH2:11][CH2:12][CH2:13][CH2:14][CH2:15][CH2:16][CH2:17][CH3:18]. (5) The product is: [CH3:11][O:8][C:7](=[O:9])[CH2:6][C:2]1[S:1][CH:5]=[CH:4][CH:3]=1. Given the reactants [S:1]1[CH:5]=[CH:4][CH:3]=[C:2]1[CH2:6][C:7]([OH:9])=[O:8].Cl.[CH3:11]O, predict the reaction product.